This data is from Peptide-MHC class II binding affinity with 134,281 pairs from IEDB. The task is: Regression. Given a peptide amino acid sequence and an MHC pseudo amino acid sequence, predict their binding affinity value. This is MHC class II binding data. The peptide sequence is VSGAAVVSGFVVASL. The MHC is DRB1_1201 with pseudo-sequence DRB1_1201. The binding affinity (normalized) is 0.393.